Dataset: Full USPTO retrosynthesis dataset with 1.9M reactions from patents (1976-2016). Task: Predict the reactants needed to synthesize the given product. (1) Given the product [N:1]([CH2:4][C@@H:5]1[C@@H:9]([OH:10])[CH2:8][N:7]([C:18]([O:20][CH2:21][C:22]2[CH:27]=[CH:26][CH:25]=[CH:24][CH:23]=2)=[O:19])[CH2:6]1)=[N+:2]=[N-:3], predict the reactants needed to synthesize it. The reactants are: [N:1]([CH2:4][C@@H:5]1[C@@H:9]([O:10][Si](C(C)(C)C)(C)C)[CH2:8][N:7]([C:18]([O:20][CH2:21][C:22]2[CH:27]=[CH:26][CH:25]=[CH:24][CH:23]=2)=[O:19])[CH2:6]1)=[N+:2]=[N-:3].[F-].C([N+](CCCC)(CCCC)CCCC)CCC. (2) The reactants are: [NH:1]1[C:8]2[N:4]([N:5]=[CH:6][C:7]=2[CH2:9][CH2:10][NH:11][CH:12]=[O:13])[CH2:3][CH2:2]1.[C:14]1([C:20](Cl)([C:27]2[CH:32]=[CH:31][CH:30]=[CH:29][CH:28]=2)[C:21]2[CH:26]=[CH:25][CH:24]=[CH:23][CH:22]=2)[CH:19]=[CH:18][CH:17]=[CH:16][CH:15]=1. Given the product [C:20]([N:1]1[C:8]2[N:4]([N:5]=[CH:6][C:7]=2[CH2:9][CH2:10][NH:11][CH:12]=[O:13])[CH2:3][CH2:2]1)([C:14]1[CH:19]=[CH:18][CH:17]=[CH:16][CH:15]=1)([C:27]1[CH:28]=[CH:29][CH:30]=[CH:31][CH:32]=1)[C:21]1[CH:22]=[CH:23][CH:24]=[CH:25][CH:26]=1, predict the reactants needed to synthesize it.